Dataset: Full USPTO retrosynthesis dataset with 1.9M reactions from patents (1976-2016). Task: Predict the reactants needed to synthesize the given product. (1) Given the product [Si:17]([O:16][CH2:15][C:7]1[S:6][C:5]2[C:3](=[O:4])[N:45]([C:42]3[CH:41]=[CH:40][C:39]([O:38][CH2:37][CH2:36][N:35]([CH3:46])[CH3:34])=[CH:44][CH:43]=3)[CH:11]=[N:10][C:9]=2[CH:8]=1)([C:30]([CH3:32])([CH3:33])[CH3:31])([C:18]1[CH:19]=[CH:20][CH:21]=[CH:22][CH:23]=1)[C:24]1[CH:29]=[CH:28][CH:27]=[CH:26][CH:25]=1, predict the reactants needed to synthesize it. The reactants are: CO[C:3]([C:5]1[S:6][C:7]([CH2:15][O:16][Si:17]([C:30]([CH3:33])([CH3:32])[CH3:31])([C:24]2[CH:29]=[CH:28][CH:27]=[CH:26][CH:25]=2)[C:18]2[CH:23]=[CH:22][CH:21]=[CH:20][CH:19]=2)=[CH:8][C:9]=1[N:10]=[CH:11]N(C)C)=[O:4].[CH3:34][N:35]([CH3:46])[CH2:36][CH2:37][O:38][C:39]1[CH:44]=[CH:43][C:42]([NH2:45])=[CH:41][CH:40]=1. (2) Given the product [Br:19][C:15]1[CH:16]=[CH:17][C:12]([S:11][C:2]([CH3:1])([CH3:10])[C:3]([O:5][C:6]([CH3:7])([CH3:8])[CH3:9])=[O:4])=[C:13]([CH3:18])[CH:14]=1, predict the reactants needed to synthesize it. The reactants are: [CH3:1][C:2]([S:11][C:12]1[CH:17]=[CH:16][CH:15]=[CH:14][C:13]=1[CH3:18])([CH3:10])[C:3]([O:5][C:6]([CH3:9])([CH3:8])[CH3:7])=[O:4].[Br:19]N1C(=O)CCC1=O. (3) Given the product [C:4]1(=[O:5])[O:6][C:1](=[O:7])[CH:2]=[CH:3]1.[C:1]([O:6][OH:8])(=[O:7])[CH:2]=[CH2:3], predict the reactants needed to synthesize it. The reactants are: [C:1]1(=[O:7])[O:6][C:4](=[O:5])[CH:3]=[CH:2]1.[OH2:8]. (4) Given the product [CH2:1]([O:8][C:9]1[CH:10]=[CH:11][C:12]([C:13]([N:21]2[CH2:25][CH2:24][CH2:23][C@H:22]2[CH2:26][N:27]2[CH2:31][CH2:30][CH2:29][CH2:28]2)=[O:15])=[CH:16][CH:17]=1)[C:2]1[CH:3]=[CH:4][CH:5]=[CH:6][CH:7]=1, predict the reactants needed to synthesize it. The reactants are: [CH2:1]([O:8][C:9]1[CH:17]=[CH:16][C:12]([C:13]([OH:15])=O)=[CH:11][CH:10]=1)[C:2]1[CH:7]=[CH:6][CH:5]=[CH:4][CH:3]=1.N=C=N.[NH:21]1[CH2:25][CH2:24][CH2:23][C@H:22]1[CH2:26][N:27]1[CH2:31][CH2:30][CH2:29][CH2:28]1. (5) Given the product [CH3:1][O:2][C:3](=[O:12])[C:4]1[CH:9]=[CH:8][C:7]([N:10]=[C:14]=[O:16])=[C:6]([CH3:11])[CH:5]=1, predict the reactants needed to synthesize it. The reactants are: [CH3:1][O:2][C:3](=[O:12])[C:4]1[CH:9]=[CH:8][C:7]([NH2:10])=[C:6]([CH3:11])[CH:5]=1.Cl[C:14](Cl)([O:16]C(=O)OC(Cl)(Cl)Cl)Cl.CCN(CC)CC. (6) The reactants are: Cl.CN[O:4][CH3:5].[CH:6]([N:9](C(C)C)CC)(C)C.[C:15]([O:19][C:20]([N:22]1[CH2:25][CH:24]([C:26]([OH:28])=O)[CH2:23]1)=[O:21])([CH3:18])([CH3:17])[CH3:16].Cl.CN(C)CCCN=C=NCC. Given the product [C:15]([O:19][C:20]([N:22]1[CH2:23][CH:24]([C:26](=[O:28])[NH:9][CH2:6][O:4][CH3:5])[CH2:25]1)=[O:21])([CH3:16])([CH3:17])[CH3:18], predict the reactants needed to synthesize it.